From a dataset of Reaction yield outcomes from USPTO patents with 853,638 reactions. Predict the reaction yield, written as a fraction of the theoretical maximum amount of product (1.0 means a 100% yield; for example, 0.34 means a 34% yield). The reactants are [N:1]1[C:5]2[CH:6]=[CH:7][C:8]([C:10]([OH:12])=O)=[CH:9][C:4]=2[NH:3][CH:2]=1.[CH3:13][NH2:14]. No catalyst specified. The product is [CH3:13][NH:14][C:10]([C:8]1[CH:7]=[CH:6][C:5]2[NH:1][CH:2]=[N:3][C:4]=2[CH:9]=1)=[O:12]. The yield is 0.670.